This data is from Reaction yield outcomes from USPTO patents with 853,638 reactions. The task is: Predict the reaction yield, written as a fraction of the theoretical maximum amount of product (1.0 means a 100% yield; for example, 0.34 means a 34% yield). (1) The reactants are O.[NH2:2][NH2:3].Cl[C:5]1[C:14]2[C:9](=[CH:10][CH:11]=[CH:12][CH:13]=2)[CH:8]=[N:7][N:6]=1. The catalyst is C(O)C. The product is [CH:11]1[CH:12]=[CH:13][C:14]2[C:9](=[CH:8][N:7]=[N:6][C:5]=2[NH:2][NH2:3])[CH:10]=1. The yield is 0.800. (2) The product is [F:22][C:20]([F:23])([F:21])[CH2:19][O:18][C:15]1[CH:16]=[CH:17][C:12]([O:11][C:10]2[CH:9]=[C:8]([CH:26]=[CH:25][CH:24]=2)[CH:7]=[C:4]2[CH2:5][CH2:6][N:1]([C:34]([NH:33][C:29]3[N:28]=[N:27][CH:32]=[CH:31][CH:30]=3)=[O:35])[CH2:2][CH2:3]2)=[N:13][CH:14]=1. The catalyst is CS(C)=O.O. The reactants are [NH:1]1[CH2:6][CH2:5][C:4](=[CH:7][C:8]2[CH:9]=[C:10]([CH:24]=[CH:25][CH:26]=2)[O:11][C:12]2[CH:17]=[CH:16][C:15]([O:18][CH2:19][C:20]([F:23])([F:22])[F:21])=[CH:14][N:13]=2)[CH2:3][CH2:2]1.[N:27]1[CH:32]=[CH:31][CH:30]=[C:29]([NH:33][C:34](=O)[O:35]C2C=CC=CC=2)[N:28]=1.C(N(CC)CC)C. The yield is 0.550. (3) The reactants are [CH2:1](Br)[C:2]#[CH:3].[Br:5]/[C:6](=[C:9](/[Br:12])\[CH2:10][OH:11])/[CH2:7][OH:8].[OH-].[K+]. The catalyst is CN(C)C=O.O. The product is [Br:5]/[C:6](=[C:9](/[Br:12])\[CH2:10][O:11][CH2:3][C:2]#[CH:1])/[CH2:7][OH:8]. The yield is 0.820. (4) The reactants are [Br:1][C:2]1[C:3]([OH:12])=[N:4][C:5]([CH3:11])=[C:6]([N+:8]([O-:10])=[O:9])[CH:7]=1.[C:26]1(P([C:26]2[CH:31]=[CH:30][CH:29]=[CH:28][CH:27]=2)[C:26]2[CH:31]=[CH:30][CH:29]=[CH:28][CH:27]=2)[CH:31]=[CH:30][CH:29]=[CH:28][CH:27]=1.[N+](C(OC(C)C)=O)(C(O[CH:37]([CH3:39])[CH3:38])=O)=[N-]. The catalyst is C1COCC1. The product is [Br:1][C:2]1[C:3]([O:12][C@H:29]2[CH2:28][CH2:27][C@@H:26]([CH:37]([CH3:39])[CH3:38])[CH2:31][CH2:30]2)=[N:4][C:5]([CH3:11])=[C:6]([N+:8]([O-:10])=[O:9])[CH:7]=1. The yield is 0.620. (5) The reactants are [CH2:1]([O:8][C:9]([N:11]1[CH2:23][CH2:22][C:21]2[C:20]3[C:15](=[CH:16][CH:17]=[CH:18][CH:19]=3)[NH:14][C:13]=2[CH2:12]1)=[O:10])[C:2]1[CH:7]=[CH:6][CH:5]=[CH:4][CH:3]=1.[H-].[Na+].[F:26][C:27]([F:37])([F:36])[C:28]1[CH:35]=[CH:34][C:31]([CH2:32]Br)=[CH:30][CH:29]=1.O. The catalyst is CN(C=O)C. The product is [CH2:1]([O:8][C:9]([N:11]1[CH2:23][CH2:22][C:21]2[C:20]3[C:15](=[CH:16][CH:17]=[CH:18][CH:19]=3)[N:14]([CH2:32][C:31]3[CH:30]=[CH:29][C:28]([C:27]([F:26])([F:36])[F:37])=[CH:35][CH:34]=3)[C:13]=2[CH2:12]1)=[O:10])[C:2]1[CH:3]=[CH:4][CH:5]=[CH:6][CH:7]=1. The yield is 0.990. (6) The reactants are [C:1]([C:3]1[CH:10]=[CH:9]C(C#N)=[CH:5][CH:4]=1)#[CH:2].[Li+].[OH-:12].Cl.[O:14]1[CH2:19][CH2:18]OCC1. The catalyst is O. The product is [C:1]([C:3]1[CH:10]=[CH:9][C:18]([C:19]([OH:14])=[O:12])=[CH:5][CH:4]=1)#[CH:2]. The yield is 0.630.